Binary Classification. Given a miRNA mature sequence and a target amino acid sequence, predict their likelihood of interaction. From a dataset of Experimentally validated miRNA-target interactions with 360,000+ pairs, plus equal number of negative samples. The miRNA is mmu-miR-30e-5p with sequence UGUAAACAUCCUUGACUGGAAG. The protein sequence of the target gene is MMAEQVKCASPVAASGAGPGPVVNAELEVKKLQELVRKLEKQNEQLRSRAASAAAAPHLLLLQPPPPSAPPPAGACSPLATHRAPASTTSPGPGALGPAFPGTYCLPSPAPSLLCSLQPADAPFVYSKPAAGFFGGGGSPEPGTAGTPPGEAATPPLPPPTLLDEVEPLDLESLAAWSEEDDYTWLYVGSSKTFTSPEKSPSPLQWCRHVLDNPTPEMEAARRSLRFRLEQGYTSRGSPLSPQSSIDSELSTSELEDDSISMGYKLQDLTDVQIMARLQEESLRQDYASTSASVSRNSSS.... Result: 1 (interaction).